Dataset: Reaction yield outcomes from USPTO patents with 853,638 reactions. Task: Predict the reaction yield, written as a fraction of the theoretical maximum amount of product (1.0 means a 100% yield; for example, 0.34 means a 34% yield). (1) The reactants are [S:1]([N:11]1[C:15]2=[N:16][CH:17]=[C:18]([CH2:20][NH:21][C:22]([N:24]3[CH2:28][CH2:27][CH:26]([NH:29][C:30](=[O:36])[O:31][C:32]([CH3:35])([CH3:34])[CH3:33])[CH2:25]3)=S)[N:19]=[C:14]2[CH:13]=[CH:12]1)([C:4]1[CH:10]=[CH:9][C:7]([CH3:8])=[CH:6][CH:5]=1)(=[O:3])=[O:2].CCN(C(C)C)C(C)C.C([O-])(O)=O.[Na+].CCOC(C)=O. The catalyst is C1COCC1.FC(F)(F)C([O-])=O.[Hg+2].FC(F)(F)C([O-])=O. The product is [S:1]([N:11]1[C:15]2[N:16]=[CH:17][C:18]3[N:19]([C:22]([N:24]4[CH2:28][CH2:27][CH:26]([NH:29][C:30](=[O:36])[O:31][C:32]([CH3:35])([CH3:34])[CH3:33])[CH2:25]4)=[N:21][CH:20]=3)[C:14]=2[CH:13]=[CH:12]1)([C:4]1[CH:10]=[CH:9][C:7]([CH3:8])=[CH:6][CH:5]=1)(=[O:3])=[O:2]. The yield is 0.810. (2) The reactants are [Br:1][C:2]1[CH:8]=[CH:7][CH:6]=[CH:5][C:3]=1[NH2:4].Cl[C:10](Cl)(Cl)[CH:11]([OH:13])O.Cl.[NH2:17][OH:18].S([O-])([O-])(=O)=O.[Na+].[Na+].Cl. The catalyst is O. The product is [Br:1][C:2]1[CH:8]=[CH:7][CH:6]=[CH:5][C:3]=1[NH:4][C:11](=[O:13])[CH:10]=[N:17][OH:18]. The yield is 0.330. (3) The catalyst is C(#N)C. The yield is 0.410. The reactants are [F:1][C:2]([F:12])([F:11])[O:3][C:4]1[CH:9]=[CH:8][CH:7]=[CH:6][C:5]=1[OH:10].C(N(CC)CC)C.[Mg+2].[Cl-].[Cl-].[CH2:23]=[O:24].O=P12OP3(OP(OP(O3)(O1)=O)(=O)O2)=O. The product is [OH:10][C:5]1[C:4]([O:3][C:2]([F:11])([F:12])[F:1])=[CH:9][CH:8]=[CH:7][C:6]=1[CH:23]=[O:24]. (4) The reactants are [F-].C([N+](CCCC)(CCCC)CCCC)CCC.O1C=[CH:22][CH:21]=[C:20]1[C:24]1[CH:31]=[CH:30][CH:29]=[CH:28][C:25]=1[CH:26]=[O:27].[F:32][C:33]([Si](C)(C)C)([F:35])[F:34].Cl.C1C[O:44][CH2:43]C1. No catalyst specified. The product is [F:32][C:33]([F:35])([F:34])[CH:26]([C:25]1[CH:28]=[CH:29][CH:30]=[CH:31][C:24]=1[C:20]1[CH:21]=[CH:22][O:44][CH:43]=1)[OH:27]. The yield is 0.900. (5) The reactants are CN(C1C(C2C(P(C3CCCCC3)C3CCCCC3)=CC=CC=2)=CC=CC=1)C.[C:29]([N:32]1[C:41]2[C:36](=[CH:37][C:38]([N:42]3[CH2:47][CH2:46][N:45]([C:48]([O:50][C:51]([CH3:54])([CH3:53])[CH3:52])=[O:49])[C@@H:44]([CH3:55])[CH2:43]3)=[CH:39][CH:40]=2)[C@H:35]([NH2:56])[C@@H:34]([CH3:57])[C@@H:33]1[CH:58]1[CH2:60][CH2:59]1)(=[O:31])[CH3:30].Br[C:62]1[CH:67]=[CH:66][C:65]([F:68])=[CH:64][N:63]=1.CC(C)([O-])C.[Na+]. The product is [C:29]([N:32]1[C:41]2[C:36](=[CH:37][C:38]([N:42]3[CH2:47][CH2:46][N:45]([C:48]([O:50][C:51]([CH3:54])([CH3:52])[CH3:53])=[O:49])[C@@H:44]([CH3:55])[CH2:43]3)=[CH:39][CH:40]=2)[C@H:35]([NH:56][C:62]2[CH:67]=[CH:66][C:65]([F:68])=[CH:64][N:63]=2)[C@@H:34]([CH3:57])[C@@H:33]1[CH:58]1[CH2:59][CH2:60]1)(=[O:31])[CH3:30]. The yield is 0.369. The catalyst is O1CCOCC1.C1C=CC(/C=C/C(/C=C/C2C=CC=CC=2)=O)=CC=1.C1C=CC(/C=C/C(/C=C/C2C=CC=CC=2)=O)=CC=1.C1C=CC(/C=C/C(/C=C/C2C=CC=CC=2)=O)=CC=1.[Pd].[Pd]. (6) The reactants are [Cl:1][C:2]1[CH:7]=[CH:6][C:5]([N:8]2[CH:12]=[C:11]([C:13](Cl)=[O:14])[N:10]=[C:9]2[C:16]2[CH:21]=[CH:20][C:19]([Cl:22])=[CH:18][C:17]=2[Cl:23])=[CH:4][CH:3]=1.[NH2:24][N:25]1[CH2:30][CH2:29][CH2:28][CH2:27][CH2:26]1.C(N(CC)CC)C. The catalyst is ClCCl. The product is [Cl:1][C:2]1[CH:7]=[CH:6][C:5]([N:8]2[CH:12]=[C:11]([C:13]([NH:24][N:25]3[CH2:30][CH2:29][CH2:28][CH2:27][CH2:26]3)=[O:14])[N:10]=[C:9]2[C:16]2[CH:21]=[CH:20][C:19]([Cl:22])=[CH:18][C:17]=2[Cl:23])=[CH:4][CH:3]=1. The yield is 0.260. (7) The reactants are [CH2:1]([O:3][C:4]([C:6]1[N:7]=[C:8]([CH2:11]Br)[S:9][CH:10]=1)=[O:5])[CH3:2].[F:13][C:14]1[C:19]([F:20])=[CH:18][C:17]([C:21]2[CH:26]=[CH:25][C:24]([OH:27])=[CH:23][CH:22]=2)=[C:16]([O:28][CH3:29])[CH:15]=1.C(=O)([O-])[O-].[K+].[K+].[I-].[K+]. The catalyst is CN(C=O)C.O. The product is [CH2:1]([O:3][C:4]([C:6]1[N:7]=[C:8]([CH2:11][O:27][C:24]2[CH:23]=[CH:22][C:21]([C:17]3[CH:18]=[C:19]([F:20])[C:14]([F:13])=[CH:15][C:16]=3[O:28][CH3:29])=[CH:26][CH:25]=2)[S:9][CH:10]=1)=[O:5])[CH3:2]. The yield is 0.895.